From a dataset of Reaction yield outcomes from USPTO patents with 853,638 reactions. Predict the reaction yield, written as a fraction of the theoretical maximum amount of product (1.0 means a 100% yield; for example, 0.34 means a 34% yield). The reactants are C(OC(=O)[N:7]([C:19]1[CH:24]=[CH:23][C:22]([CH:25]([C:27]2[C:35]3[C:30](=[N:31][CH:32]=[C:33]([O:36][CH3:37])[CH:34]=3)[N:29]([S:38]([C:41]3[CH:46]=[CH:45][CH:44]=[CH:43][CH:42]=3)(=[O:40])=[O:39])[CH:28]=2)O)=[C:21]([F:47])[N:20]=1)[CH2:8][C:9]1[CH:10]=[N:11][C:12]([C:15]([F:18])([F:17])[F:16])=[CH:13][CH:14]=1)(C)(C)C.C([SiH](CC)CC)C.FC(F)(F)C(O)=O.C(=O)([O-])[O-].[K+].[K+]. The catalyst is C(#N)C. The product is [C:41]1([S:38]([N:29]2[C:30]3=[N:31][CH:32]=[C:33]([O:36][CH3:37])[CH:34]=[C:35]3[C:27]([CH2:25][C:22]3[CH:23]=[CH:24][C:19]([NH:7][CH2:8][C:9]4[CH:10]=[N:11][C:12]([C:15]([F:16])([F:17])[F:18])=[CH:13][CH:14]=4)=[N:20][C:21]=3[F:47])=[CH:28]2)(=[O:39])=[O:40])[CH:42]=[CH:43][CH:44]=[CH:45][CH:46]=1. The yield is 1.00.